This data is from NCI-60 drug combinations with 297,098 pairs across 59 cell lines. The task is: Regression. Given two drug SMILES strings and cell line genomic features, predict the synergy score measuring deviation from expected non-interaction effect. (1) Drug 1: CC12CCC3C(C1CCC2=O)CC(=C)C4=CC(=O)C=CC34C. Drug 2: C1=CC(=CC=C1CCCC(=O)O)N(CCCl)CCCl. Cell line: PC-3. Synergy scores: CSS=41.2, Synergy_ZIP=5.34, Synergy_Bliss=6.73, Synergy_Loewe=8.36, Synergy_HSA=9.56. (2) Cell line: U251. Synergy scores: CSS=3.94, Synergy_ZIP=-3.63, Synergy_Bliss=-2.10, Synergy_Loewe=-2.97, Synergy_HSA=-1.79. Drug 2: C(CN)CNCCSP(=O)(O)O. Drug 1: C1CC(=O)NC(=O)C1N2CC3=C(C2=O)C=CC=C3N. (3) Drug 1: C1=CN(C(=O)N=C1N)C2C(C(C(O2)CO)O)O.Cl. Drug 2: CCC1(C2=C(COC1=O)C(=O)N3CC4=CC5=C(C=CC(=C5CN(C)C)O)N=C4C3=C2)O.Cl. Cell line: KM12. Synergy scores: CSS=42.0, Synergy_ZIP=-3.13, Synergy_Bliss=-2.36, Synergy_Loewe=0.776, Synergy_HSA=2.98. (4) Drug 1: C1CCC(CC1)NC(=O)N(CCCl)N=O. Drug 2: CN(C)C1=NC(=NC(=N1)N(C)C)N(C)C. Cell line: SW-620. Synergy scores: CSS=8.70, Synergy_ZIP=-5.43, Synergy_Bliss=0.192, Synergy_Loewe=-17.8, Synergy_HSA=-2.80.